The task is: Predict the reactants needed to synthesize the given product.. This data is from Retrosynthesis with 50K atom-mapped reactions and 10 reaction types from USPTO. (1) Given the product CC#CC(=O)N[C@H]1CC[C@H](CCN2CCN(c3nccc4c3CCO4)CC2)CC1, predict the reactants needed to synthesize it. The reactants are: CC#CC(=O)O.N[C@H]1CC[C@H](CCN2CCN(c3nccc4c3CCO4)CC2)CC1. (2) Given the product C[C@@H]1CN(CC(=O)OCc2ccccc2)[C@@H](CN2CCCC2=O)CN1C(=O)OC(C)(C)C, predict the reactants needed to synthesize it. The reactants are: C[C@@H]1CN[C@@H](CN2CCCC2=O)CN1C(=O)OC(C)(C)C.O=C(CBr)OCc1ccccc1. (3) Given the product CC(C)(C)n1nc(CCCN2CCN(c3ccc(Cl)cc3)CC2)cc1-c1cccs1, predict the reactants needed to synthesize it. The reactants are: CC(C)(C)n1nc(CCC=O)cc1-c1cccs1.Clc1ccc(N2CCNCC2)cc1. (4) Given the product COC(=O)c1ccc(S(=O)(=O)Cl)cc1, predict the reactants needed to synthesize it. The reactants are: CCOC(C)=O.O=C(Cl)c1ccc(S(=O)(=O)Cl)cc1. (5) Given the product COCc1ccc(-n2ncc(C(=O)O)c2C)cc1, predict the reactants needed to synthesize it. The reactants are: CCOC(=O)c1cnn(-c2ccc(COC)cc2)c1C. (6) Given the product NCCCOc1cccc(-n2ncc(Br)c(Br)c2=O)c1, predict the reactants needed to synthesize it. The reactants are: CC(C)(C)OC(=O)NCCCOc1cccc(-n2ncc(Br)c(Br)c2=O)c1. (7) Given the product CC(C)(C)OC(=O)NCC1CNCCO1, predict the reactants needed to synthesize it. The reactants are: CC(C)(C)OC(=O)NCC1CN(Cc2ccccc2)CCO1. (8) Given the product CSCC[C@H](NC(=O)[C@H](CC(C)C)N[C@@H](c1ccc(-c2ccc(S(C)(=O)=O)cc2)cc1)C(F)(F)F)C(=O)O, predict the reactants needed to synthesize it. The reactants are: COC(=O)[C@H](CCSC)NC(=O)[C@H](CC(C)C)N[C@@H](c1ccc(-c2ccc(S(C)(=O)=O)cc2)cc1)C(F)(F)F.